This data is from Full USPTO retrosynthesis dataset with 1.9M reactions from patents (1976-2016). The task is: Predict the reactants needed to synthesize the given product. (1) Given the product [CH2:45]([C:35]1[CH:34]=[C:33]([C:30]2[CH:31]=[CH:32][C:27]([OH:26])=[CH:28][CH:29]=2)[CH:38]=[CH:37][C:36]=1[CH:39]([CH3:44])[C:40]([O:42][CH3:43])=[O:41])[CH3:46], predict the reactants needed to synthesize it. The reactants are: [F-].C([N+](CCCC)(CCCC)CCCC)CCC.[Si]([O:26][C:27]1[CH:32]=[CH:31][C:30]([C:33]2[CH:38]=[CH:37][C:36]([CH:39]([CH3:44])[C:40]([O:42][CH3:43])=[O:41])=[C:35]([CH2:45][CH3:46])[CH:34]=2)=[CH:29][CH:28]=1)(C(C)(C)C)(C)C.O. (2) Given the product [CH3:1][N:2]1[CH2:7][CH2:6][N:5]([CH2:8][C:9]2[N:13]3[CH:14]=[CH:15][CH:16]=[CH:17][C:12]3=[N:11][C:10]=2[CH2:18][NH:19][CH:32]2[C:33]3[N:24]=[CH:25][CH:26]=[CH:27][C:28]=3[CH2:29][CH2:30][CH2:31]2)[CH2:4][CH2:3]1, predict the reactants needed to synthesize it. The reactants are: [CH3:1][N:2]1[CH2:7][CH2:6][N:5]([CH2:8][C:9]2[N:13]3[CH:14]=[CH:15][CH:16]=[CH:17][C:12]3=[N:11][C:10]=2[CH2:18][NH2:19])[CH2:4][CH2:3]1.C(O)(=O)C.[N:24]1[C:33]2[C:32](=O)[CH2:31][CH2:30][CH2:29][C:28]=2[CH:27]=[CH:26][CH:25]=1.C(O[BH-](OC(=O)C)OC(=O)C)(=O)C.[Na+].C(=O)([O-])[O-].[Na+].[Na+].